The task is: Regression. Given two drug SMILES strings and cell line genomic features, predict the synergy score measuring deviation from expected non-interaction effect.. This data is from NCI-60 drug combinations with 297,098 pairs across 59 cell lines. (1) Synergy scores: CSS=47.5, Synergy_ZIP=3.45, Synergy_Bliss=1.55, Synergy_Loewe=3.03, Synergy_HSA=3.76. Drug 1: CC12CCC3C(C1CCC2=O)CC(=C)C4=CC(=O)C=CC34C. Drug 2: C1C(C(OC1N2C=NC3=C(N=C(N=C32)Cl)N)CO)O. Cell line: LOX IMVI. (2) Drug 1: C1=CN(C=N1)CC(O)(P(=O)(O)O)P(=O)(O)O. Drug 2: CC1=C(C(=O)C2=C(C1=O)N3CC4C(C3(C2COC(=O)N)OC)N4)N. Cell line: SNB-75. Synergy scores: CSS=16.7, Synergy_ZIP=-5.17, Synergy_Bliss=1.73, Synergy_Loewe=-13.0, Synergy_HSA=1.65.